Predict the reaction yield, written as a fraction of the theoretical maximum amount of product (1.0 means a 100% yield; for example, 0.34 means a 34% yield). From a dataset of Reaction yield outcomes from USPTO patents with 853,638 reactions. (1) The reactants are [NH:1]1[C:5]2[CH:6]=[CH:7][CH:8]=[CH:9][C:4]=2[N:3]=[C:2]1[C:10]([N:12]1[CH2:15][CH:14]([C:16]2[C:17]([C:22]3[CH2:23][CH2:24][N:25]([C:28](=[O:30])[CH3:29])[CH2:26][CH:27]=3)=[N:18][CH:19]=[CH:20][N:21]=2)[CH2:13]1)=[O:11]. The catalyst is CO.[Pd]. The product is [NH:1]1[C:5]2[CH:6]=[CH:7][CH:8]=[CH:9][C:4]=2[N:3]=[C:2]1[C:10]([N:12]1[CH2:15][CH:14]([C:16]2[C:17]([CH:22]3[CH2:23][CH2:24][N:25]([C:28](=[O:30])[CH3:29])[CH2:26][CH2:27]3)=[N:18][CH:19]=[CH:20][N:21]=2)[CH2:13]1)=[O:11]. The yield is 0.600. (2) The reactants are [Cl:1][C:2]1[CH:3]=[C:4]([CH:8]=[CH:9][C:10]=1[F:11])[C:5](O)=[O:6].Cl.CN.Cl.[CH2:16]([N:18]=C=NCCCN(C)C)C.O.N1(O)C2C=CC=CC=2N=N1.CN1CCOCC1. The catalyst is CN(C=O)C.O. The product is [Cl:1][C:2]1[CH:3]=[C:4]([CH:8]=[CH:9][C:10]=1[F:11])[C:5]([NH:18][CH3:16])=[O:6]. The yield is 0.530.